The task is: Predict the product of the given reaction.. This data is from Forward reaction prediction with 1.9M reactions from USPTO patents (1976-2016). (1) Given the reactants [Na].CO.Cl[C:5]1[N:13]=[CH:12][CH:11]=[CH:10][C:6]=1[C:7]([OH:9])=[O:8].[C:14]([C:18]1[CH:23]=[CH:22][C:21]([OH:24])=[CH:20][CH:19]=1)([CH3:17])([CH3:16])[CH3:15], predict the reaction product. The product is: [C:14]([C:18]1[CH:19]=[CH:20][C:21]([O:24][C:5]2[N:13]=[CH:12][CH:11]=[CH:10][C:6]=2[C:7]([OH:9])=[O:8])=[CH:22][CH:23]=1)([CH3:17])([CH3:15])[CH3:16]. (2) Given the reactants C(O[C:6]([C:8]1[N:9]=[C:10]([Cl:23])[C:11]2[C:16]([C:17]=1[OH:18])=[CH:15][CH:14]=[C:13]([O:19][CH:20]([CH3:22])[CH3:21])[CH:12]=2)=[O:7])CCC.[CH3:24][O:25][CH2:26][CH2:27][NH2:28], predict the reaction product. The product is: [CH3:24][O:25][CH2:26][CH2:27][NH:28][C:6]([C:8]1[N:9]=[C:10]([Cl:23])[C:11]2[C:16]([C:17]=1[OH:18])=[CH:15][CH:14]=[C:13]([O:19][CH:20]([CH3:21])[CH3:22])[CH:12]=2)=[O:7]. (3) Given the reactants Br[C:2]1[CH:3]=[CH:4][C:5]2[N:9]=[C:8]([CH2:10][O:11][CH3:12])[N:7]([C:13]3[N:18]=[CH:17][N:16]=[C:15]([NH2:19])[N:14]=3)[C:6]=2[CH:20]=1.[S:21]1[CH:25]=[CH:24][N:23]=[C:22]1[C@:26]([OH:30])([C:28]#[CH:29])[CH3:27], predict the reaction product. The product is: [NH2:19][C:15]1[N:16]=[CH:17][N:18]=[C:13]([N:7]2[C:6]3[CH:20]=[C:2]([C:29]#[C:28][C@:26]([C:22]4[S:21][CH:25]=[CH:24][N:23]=4)([OH:30])[CH3:27])[CH:3]=[CH:4][C:5]=3[N:9]=[C:8]2[CH2:10][O:11][CH3:12])[N:14]=1. (4) Given the reactants [Br:1][C:2]1[C:3](=[O:19])[NH:4][C:5](C)=[CH:6][C:7]=1[O:8][CH2:9][C:10]1[CH:15]=[CH:14][C:13](F)=[CH:12][C:11]=1F.Br[CH2:21][C:22]1[CH:27]=[CH:26][C:25]([CH2:28][C:29]([OH:31])=[O:30])=[CH:24][CH:23]=1.C([O-])([O-])=O.[K+].[K+], predict the reaction product. The product is: [CH2:9]([O:8][C:7]1[CH:6]=[CH:5][N:4]([CH2:21][C:22]2[CH:23]=[CH:24][C:25]([CH2:28][C:29]([OH:31])=[O:30])=[CH:26][CH:27]=2)[C:3](=[O:19])[C:2]=1[Br:1])[C:10]1[CH:11]=[CH:12][CH:13]=[CH:14][CH:15]=1.